From a dataset of Full USPTO retrosynthesis dataset with 1.9M reactions from patents (1976-2016). Predict the reactants needed to synthesize the given product. Given the product [CH2:1]([N:3]([CH2:51][C:48]1[CH:49]=[CH:50][C:45]([O:44][CH:41]2[CH2:40][CH2:39][NH:38][CH2:43][CH2:42]2)=[C:46]([F:53])[CH:47]=1)[C:4]1[CH:9]=[C:8]([O:10][CH3:11])[C:7]([O:12][CH3:13])=[CH:6][C:5]=1[C@@H:14]1[CH2:23][CH2:22][C:21]2[CH:20]=[C:19]([OH:24])[CH:18]=[CH:17][C:16]=2[CH2:15]1)[CH3:2], predict the reactants needed to synthesize it. The reactants are: [CH2:1]([NH:3][C:4]1[CH:9]=[C:8]([O:10][CH3:11])[C:7]([O:12][CH3:13])=[CH:6][C:5]=1[C@@H:14]1[CH2:23][CH2:22][C:21]2[CH:20]=[C:19]([O:24]C(=O)C(C)(C)C)[CH:18]=[CH:17][C:16]=2[CH2:15]1)[CH3:2].C(OC([N:38]1[CH2:43][CH2:42][CH:41]([O:44][C:45]2[CH:50]=[CH:49][C:48]([CH:51]=O)=[CH:47][C:46]=2[F:53])[CH2:40][CH2:39]1)=O)(C)(C)C.